From a dataset of Choline transporter screen with 302,306 compounds. Binary Classification. Given a drug SMILES string, predict its activity (active/inactive) in a high-throughput screening assay against a specified biological target. (1) The drug is O(C(=O)N1CCN(CC1)C(=O)c1cc2[nH]c(=O)n(CCCCC)c(=O)c2cc1)CC. The result is 0 (inactive). (2) The compound is O(C(=O)C1CCN(CC1)C(=O)/C(C)=C/c1ccccc1)CC. The result is 0 (inactive). (3) The molecule is S(=O)(=O)(c1ccc(C=2CC3N(C(CC3)C2C(OC)=O)C(=O)NC2CC2)cc1)C. The result is 0 (inactive).